Dataset: Full USPTO retrosynthesis dataset with 1.9M reactions from patents (1976-2016). Task: Predict the reactants needed to synthesize the given product. (1) Given the product [N:7]1[CH:12]=[CH:11][CH:10]=[C:9]([C:13]2[N:17]([C:18]3[CH:25]=[CH:24][C:21]([CH2:22][NH2:23])=[CH:20][CH:19]=3)[N:16]=[C:15]([C:26]([F:29])([F:27])[F:28])[CH:14]=2)[CH:8]=1, predict the reactants needed to synthesize it. The reactants are: [H-].[Al+3].[Li+].[H-].[H-].[H-].[N:7]1[CH:12]=[CH:11][CH:10]=[C:9]([C:13]2[N:17]([C:18]3[CH:25]=[CH:24][C:21]([C:22]#[N:23])=[CH:20][CH:19]=3)[N:16]=[C:15]([C:26]([F:29])([F:28])[F:27])[CH:14]=2)[CH:8]=1. (2) Given the product [CH2:27]([O:29][C:30]([C:31]1[CH:36]=[CH:35][C:34]2[N:37]=[C:45]([C:24]3[C:20]([C:18](=[O:19])[NH:17][CH:14]4[CH2:13][CH2:12][NH:11][CH2:16][CH2:15]4)=[C:21]([CH3:25])[NH:22][N:23]=3)[NH:38][C:33]=2[CH:32]=1)=[O:39])[CH3:28], predict the reactants needed to synthesize it. The reactants are: C(OC([N:11]1[CH2:16][CH2:15][CH:14]([NH:17][C:18]([C:20]2[C:21]([CH:25]=O)=[N:22][NH:23][CH:24]=2)=[O:19])[CH2:13][CH2:12]1)=O)C1C=CC=CC=1.[CH2:27]([O:29][C:30](=[O:39])[C:31]1[CH:36]=[CH:35][C:34]([NH2:37])=[C:33]([NH2:38])[CH:32]=1)[CH3:28].S(=O)(O)[O-].[Na+].[C:45](#N)C. (3) Given the product [C:1]([O:5][C:6]([N:8]1[C:16]2[C:11](=[CH:12][CH:13]=[C:14]([O:17][C:18]3[CH:23]=[CH:22][CH:21]=[CH:20][C:19]=3[F:24])[CH:15]=2)[C:10]([C:28]2[CH:29]=[CH:30][CH:31]=[CH:32][C:27]=2[Cl:26])=[N:9]1)=[O:7])([CH3:4])([CH3:3])[CH3:2], predict the reactants needed to synthesize it. The reactants are: [C:1]([O:5][C:6]([N:8]1[C:16]2[C:11](=[CH:12][CH:13]=[C:14]([O:17][C:18]3[CH:23]=[CH:22][CH:21]=[CH:20][C:19]=3[F:24])[CH:15]=2)[C:10](I)=[N:9]1)=[O:7])([CH3:4])([CH3:3])[CH3:2].[Cl:26][C:27]1[CH:32]=[CH:31][CH:30]=[CH:29][C:28]=1B(O)O.C(=O)([O-])[O-].[K+].[K+]. (4) Given the product [C:1]([O:5][C:6]([N:8]1[CH2:12][CH2:11][CH2:10][C@H:9]1[C:13]1[NH:17][C:16]([C:50]2[C:47]3[S:48][CH:49]=[C:45]([C:42]4[CH:41]=[CH:40][C:39]([C:37]5[N:38]=[C:34]([C@@H:30]6[CH2:31][CH2:32][CH2:33][N:29]6[C:27](=[O:28])[C@@H:23]([NH:22][C:21]([O:20][CH3:19])=[O:62])[CH:24]([CH3:25])[CH3:26])[NH:35][CH:36]=5)=[CH:44][CH:43]=4)[C:46]=3[S:52][CH:51]=2)=[CH:15][N:14]=1)=[O:7])([CH3:4])([CH3:3])[CH3:2], predict the reactants needed to synthesize it. The reactants are: [C:1]([O:5][C:6]([N:8]1[CH2:12][CH2:11][CH2:10][CH:9]1[C:13]1[NH:14][CH:15]=[C:16](Br)[N:17]=1)=[O:7])([CH3:4])([CH3:3])[CH3:2].[CH3:19][O:20][C:21](=[O:62])[NH:22][C@H:23]([C:27]([N:29]1[CH2:33][CH2:32][CH2:31][C@H:30]1[C:34]1[NH:35][CH:36]=[C:37]([C:39]2[CH:44]=[CH:43][C:42]([C:45]3[C:46]4[S:52][CH:51]=[C:50](B5OC(C)(C)C(C)(C)O5)[C:47]=4[S:48][CH:49]=3)=[CH:41][CH:40]=2)[N:38]=1)=[O:28])[CH:24]([CH3:26])[CH3:25].C(=O)([O-])[O-].[Na+].[Na+].C(OCC)(=O)C. (5) Given the product [CH3:41][O:42][C:43]1[CH:48]=[CH:47][N:46]=[C:45]([CH2:49][O:7][C:5]2[NH:4][N:3]=[C:2]([NH2:1])[CH:6]=2)[CH:44]=1, predict the reactants needed to synthesize it. The reactants are: [NH2:1][C:2]1[CH:6]=[C:5]([OH:7])[NH:4][N:3]=1.C1(P(C2C=CC=CC=2)C2C=CC=CC=2)C=CC=CC=1.CC(OC(/N=N/C(OC(C)C)=O)=O)C.[CH3:41][O:42][C:43]1[CH:48]=[CH:47][N:46]=[C:45]([CH2:49]O)[CH:44]=1. (6) Given the product [CH3:7][C:6]1([CH3:8])[CH2:5][C:4](=[O:9])[CH2:3][CH:2]([C:10]2[CH:15]=[CH:14][N:13]=[CH:12][C:11]=2[N+:16]([O-:18])=[O:17])[O:1]1, predict the reactants needed to synthesize it. The reactants are: [OH:1][CH:2]([C:10]1[CH:15]=[CH:14][N:13]=[CH:12][C:11]=1[N+:16]([O-:18])=[O:17])[CH2:3][C:4](=[O:9])[CH:5]=[C:6]([CH3:8])[CH3:7].